This data is from Catalyst prediction with 721,799 reactions and 888 catalyst types from USPTO. The task is: Predict which catalyst facilitates the given reaction. (1) The catalyst class is: 2. Reactant: Cl.[Br:2][C:3]1[CH:4]=[C:5]([Cl:12])[C:6]([CH:9]([CH3:11])[NH2:10])=[N:7][CH:8]=1.C(N(CC)CC)C.[Cl:20][C:21]1[N:29]=[CH:28][CH:27]=[C:26]([Cl:30])[C:22]=1[C:23](Cl)=[O:24]. Product: [Br:2][C:3]1[CH:4]=[C:5]([Cl:12])[C:6]([CH:9]([NH:10][C:23]([C:22]2[C:21]([Cl:20])=[N:29][CH:28]=[CH:27][C:26]=2[Cl:30])=[O:24])[CH3:11])=[N:7][CH:8]=1. (2) Reactant: [CH3:1][N:2]([C:6]1[CH:11]=[CH:10][CH:9]=[CH:8][CH:7]=1)[CH2:3][CH2:4][OH:5].C(N(CC)CC)C.[C:19](Cl)(=[O:22])[CH2:20][CH3:21]. Product: [C:19]([O:5][CH2:4][CH2:3][N:2]([CH3:1])[C:6]1[CH:11]=[CH:10][CH:9]=[CH:8][CH:7]=1)(=[O:22])[CH2:20][CH3:21]. The catalyst class is: 91. (3) Reactant: [CH3:1][C:2]1[CH:7]=[C:6]([C:8]2[CH:9]=[N:10][N:11]([CH3:13])[CH:12]=2)[CH:5]=[CH:4][C:3]=1[C:14]1[CH:15]=[N:16][CH:17]=[C:18]2[C:23]=1[N:22]=[C:21]([C:24]#[N:25])[CH:20]=[CH:19]2.[OH:26]S(O)(=O)=O.C([O-])(O)=O.[Na+]. Product: [CH3:1][C:2]1[CH:7]=[C:6]([C:8]2[CH:9]=[N:10][N:11]([CH3:13])[CH:12]=2)[CH:5]=[CH:4][C:3]=1[C:14]1[CH:15]=[N:16][CH:17]=[C:18]2[C:23]=1[N:22]=[C:21]([C:24]([NH2:25])=[O:26])[CH:20]=[CH:19]2. The catalyst class is: 6. (4) Reactant: Br[C:2]1[CH:7]=[CH:6][C:5]([Si:8]([CH3:11])([CH3:10])[CH3:9])=[CH:4][CH:3]=1.C([Li])CCC.[C:17](=[O:19])=[O:18].Cl. Product: [CH3:9][Si:8]([CH3:11])([CH3:10])[C:5]1[CH:6]=[CH:7][C:2]([C:17]([OH:19])=[O:18])=[CH:3][CH:4]=1. The catalyst class is: 20. (5) Reactant: [F:1][C:2]1[CH:11]=[C:10]([C:12]2[N:17]=[C:16]3[N:18]([CH2:21][C:22]4[CH:23]=[C:24]5[C:29](=[CH:30][CH:31]=4)[N:28]=[CH:27][CH:26]=[CH:25]5)[N:19]=[N:20][C:15]3=[CH:14][CH:13]=2)[CH:9]=[CH:8][C:3]=1[C:4](OC)=[O:5].CC(C[AlH]CC(C)C)C. Product: [F:1][C:2]1[CH:11]=[C:10]([C:12]2[N:17]=[C:16]3[N:18]([CH2:21][C:22]4[CH:23]=[C:24]5[C:29](=[CH:30][CH:31]=4)[N:28]=[CH:27][CH:26]=[CH:25]5)[N:19]=[N:20][C:15]3=[CH:14][CH:13]=2)[CH:9]=[CH:8][C:3]=1[CH2:4][OH:5]. The catalyst class is: 1. (6) Reactant: [C:1]([C:3]1[CH:38]=[CH:37][C:6]([CH2:7][O:8][C:9]2[CH:32]=[CH:31][C:12]3[C:13]([CH2:16][CH2:17][CH:18]4[CH2:23][CH2:22][N:21](C(OC(C)(C)C)=O)[CH2:20][CH2:19]4)=[N:14][O:15][C:11]=3[C:10]=2[CH2:33][N:34]([CH3:36])[CH3:35])=[CH:5][CH:4]=1)#[N:2].Cl. Product: [CH3:35][N:34]([CH2:33][C:10]1[C:11]2[O:15][N:14]=[C:13]([CH2:16][CH2:17][CH:18]3[CH2:23][CH2:22][NH:21][CH2:20][CH2:19]3)[C:12]=2[CH:31]=[CH:32][C:9]=1[O:8][CH2:7][C:6]1[CH:5]=[CH:4][C:3]([C:1]#[N:2])=[CH:38][CH:37]=1)[CH3:36]. The catalyst class is: 5. (7) Reactant: [CH3:1][O:2][C:3]1[CH:12]=[CH:11][C:10]2[NH:9][C:8](=[O:13])[C:7]3[S:14][CH:15]=[CH:16][C:6]=3[C:5]=2[C:4]=1[C:17]1[CH:31]=[CH:30][C:20]([CH2:21][NH:22][C:23](=[O:29])[O:24][C:25]([CH3:28])([CH3:27])[CH3:26])=[CH:19][CH:18]=1.[Cl:32]N1C(=O)CCC1=O. Product: [Cl:32][C:11]1[C:10]2[NH:9][C:8](=[O:13])[C:7]3[S:14][CH:15]=[CH:16][C:6]=3[C:5]=2[C:4]([C:17]2[CH:31]=[CH:30][C:20]([CH2:21][NH:22][C:23](=[O:29])[O:24][C:25]([CH3:28])([CH3:26])[CH3:27])=[CH:19][CH:18]=2)=[C:3]([O:2][CH3:1])[CH:12]=1. The catalyst class is: 3. (8) Reactant: [CH3:1][C:2]1[CH:7]=[CH:6][CH:5]=[CH:4][C:3]=1[S:8][CH2:9][C:10]([F:13])([F:12])[F:11].C1C(=O)N([Br:21])C(=O)C1.CC(N=NC(C#N)(C)C)(C#N)C. Product: [Br:21][CH2:1][C:2]1[CH:7]=[CH:6][CH:5]=[CH:4][C:3]=1[S:8][CH2:9][C:10]([F:11])([F:13])[F:12]. The catalyst class is: 53. (9) Reactant: [Li]CCCC.C(NC(C)C)(C)C.[F:13][C:14]1[CH:15]=[C:16]([Br:21])[CH:17]=[C:18]([F:20])[CH:19]=1.CN(C)[CH:24]=[O:25]. Product: [Br:21][C:16]1[CH:15]=[C:14]([F:13])[C:19]([CH:24]=[O:25])=[C:18]([F:20])[CH:17]=1. The catalyst class is: 1. (10) Reactant: CON(C)[C:4](=[O:24])[C:5]1[CH:10]=[CH:9][C:8]([C:11]2[C:16]([C:17]([F:20])([F:19])[F:18])=[CH:15][CH:14]=[CH:13][N:12]=2)=[CH:7][C:6]=1[N+:21]([O-:23])=[O:22].[CH3:26][Mg]I.Cl. Product: [N+:21]([C:6]1[CH:7]=[C:8]([C:11]2[C:16]([C:17]([F:18])([F:20])[F:19])=[CH:15][CH:14]=[CH:13][N:12]=2)[CH:9]=[CH:10][C:5]=1[C:4](=[O:24])[CH3:26])([O-:23])=[O:22]. The catalyst class is: 1.